From a dataset of Full USPTO retrosynthesis dataset with 1.9M reactions from patents (1976-2016). Predict the reactants needed to synthesize the given product. (1) Given the product [Cl:1][C:2]1[CH:3]=[C:4]([OH:21])[C:5]([NH:8][S:31]([CH2:30][C:24]2[CH:25]=[CH:26][C:27]([Cl:29])=[CH:28][C:23]=2[Cl:22])(=[O:33])=[O:32])=[N:6][CH:7]=1, predict the reactants needed to synthesize it. The reactants are: [Cl:1][C:2]1[CH:3]=[C:4]([OH:21])[C:5]([NH:8]S(CC2C=C(Cl)C=C(Cl)C=2)(=O)=O)=[N:6][CH:7]=1.[Cl:22][C:23]1[CH:28]=[C:27]([Cl:29])[CH:26]=[CH:25][C:24]=1[CH2:30][S:31](Cl)(=[O:33])=[O:32].ClC1C=C(CS(Cl)(=O)=O)C=C(Cl)C=1. (2) Given the product [C:1]([NH:5][C:6]([C:8]1[C:16]2[C:11](=[N:12][CH:13]=[C:14]([NH:17][C:18]3[CH:23]=[CH:22][C:21]([CH3:24])=[CH:20][C:19]=3[F:25])[N:15]=2)[NH:10][CH:9]=1)=[O:7])([CH3:4])([CH3:3])[CH3:2], predict the reactants needed to synthesize it. The reactants are: [C:1]([NH:5][C:6]([C:8]1[C:16]2[C:11](=[N:12][CH:13]=[C:14]([NH:17][C:18]3[CH:23]=[CH:22][C:21]([CH3:24])=[CH:20][C:19]=3[F:25])[N:15]=2)[N:10](COCC[Si](C)(C)C)[CH:9]=1)=[O:7])([CH3:4])([CH3:3])[CH3:2].FC(F)(F)C(O)=O. (3) Given the product [NH2:28][C:24]1[S:25][C:26]([CH3:27])=[C:22]([C:21]2[N:13]([CH2:12][C:5]3[C:4]4[C:9](=[CH:10][CH:11]=[C:2]([Cl:1])[CH:3]=4)[N:8]=[CH:7][CH:6]=3)[N:14]=[C:15]3[C:20]=2[C:19](=[O:36])[N:18]([CH3:37])[C:17](=[O:38])[N:16]3[CH2:39][CH:40]2[CH2:41][CH2:42]2)[N:23]=1, predict the reactants needed to synthesize it. The reactants are: [Cl:1][C:2]1[CH:3]=[C:4]2[C:9](=[CH:10][CH:11]=1)[N:8]=[CH:7][CH:6]=[C:5]2[CH2:12][N:13]1[C:21]([C:22]2[N:23]=[C:24]([NH:28]C(=O)OC(C)(C)C)[S:25][C:26]=2[CH3:27])=[C:20]2[C:15]([N:16]([CH2:39][CH:40]3[CH2:42][CH2:41]3)[C:17](=[O:38])[N:18]([CH3:37])[C:19]2=[O:36])=[N:14]1.C(O)(C(F)(F)F)=O. (4) Given the product [Cl:19][C:16]([F:18])([F:17])[O:15][C:12]1[CH:13]=[CH:14][C:9]([NH:8][C:6](=[O:7])[C:5]2[CH:20]=[C:21]([C:22]3[NH:26][N:25]=[CH:24][CH:23]=3)[C:2]([N:32]3[CH2:31][C@H:30]([OH:34])[C@@H:29]([N:28]([CH3:35])[CH3:27])[CH2:33]3)=[N:3][CH:4]=2)=[CH:10][CH:11]=1, predict the reactants needed to synthesize it. The reactants are: Cl[C:2]1[C:21]([C:22]2[NH:26][N:25]=[CH:24][CH:23]=2)=[CH:20][C:5]([C:6]([NH:8][C:9]2[CH:14]=[CH:13][C:12]([O:15][C:16]([Cl:19])([F:18])[F:17])=[CH:11][CH:10]=2)=[O:7])=[CH:4][N:3]=1.[CH3:27][N:28]([CH3:35])[C@H:29]1[CH2:33][NH:32][CH2:31][C@@H:30]1[OH:34].CCN(C(C)C)C(C)C.C([O-])([O-])=O.[Na+].[Na+]. (5) Given the product [C:1]([C:5]1[CH:10]=[CH:9][C:8]([C:11]2[S:12][CH:13]=[C:14]([C:17](=[N:21][NH:20][C:22]([NH:24][C:25]3[CH:34]=[CH:33][C:28]([C:29]([O:31][CH3:32])=[O:30])=[C:27]([N+:35]([O-:37])=[O:36])[CH:26]=3)=[S:23])[CH3:19])[C:15]=2[OH:16])=[CH:7][CH:6]=1)([CH3:4])([CH3:3])[CH3:2], predict the reactants needed to synthesize it. The reactants are: [C:1]([C:5]1[CH:10]=[CH:9][C:8]([C:11]2[S:12][CH:13]=[C:14]([C:17]([CH3:19])=O)[C:15]=2[OH:16])=[CH:7][CH:6]=1)([CH3:4])([CH3:3])[CH3:2].[NH:20]([C:22]([NH:24][C:25]1[CH:34]=[CH:33][C:28]([C:29]([O:31][CH3:32])=[O:30])=[C:27]([N+:35]([O-:37])=[O:36])[CH:26]=1)=[S:23])[NH2:21]. (6) Given the product [CH3:18][O:9][C:8](=[O:10])[CH:7]([C:11]1[CH:16]=[CH:15][C:14]([I:17])=[CH:13][CH:12]=1)[CH2:6][CH:1]1[CH2:5][CH2:4][CH2:3][CH2:2]1, predict the reactants needed to synthesize it. The reactants are: [CH:1]1([CH2:6][CH:7]([C:11]2[CH:16]=[CH:15][C:14]([I:17])=[CH:13][CH:12]=2)[C:8]([OH:10])=[O:9])[CH2:5][CH2:4][CH2:3][CH2:2]1.[CH3:18]O. (7) Given the product [C:16]([C:13]1[CH:12]=[CH:11][C:10]([CH:9]2[N:4]3[N:3]=[C:2]([N:1]4[C:25](=[O:26])[C:24]5[C:23](=[CH:31][CH:30]=[CH:29][CH:28]=5)[C:22]4=[O:27])[N:21]=[C:5]3[NH:6][C:7]([CH3:20])=[C:8]2[C:18]#[N:19])=[CH:15][CH:14]=1)#[N:17], predict the reactants needed to synthesize it. The reactants are: [NH2:1][C:2]1[N:21]=[C:5]2[NH:6][C:7]([CH3:20])=[C:8]([C:18]#[N:19])[CH:9]([C:10]3[CH:15]=[CH:14][C:13]([C:16]#[N:17])=[CH:12][CH:11]=3)[N:4]2[N:3]=1.[C:22]1(=O)[O:27][C:25](=[O:26])[C:24]2=[CH:28][CH:29]=[CH:30][CH:31]=[C:23]12.C(N(CC)CC)C.